This data is from Peptide-MHC class II binding affinity with 134,281 pairs from IEDB. The task is: Regression. Given a peptide amino acid sequence and an MHC pseudo amino acid sequence, predict their binding affinity value. This is MHC class II binding data. (1) The peptide sequence is SDAKTLVLNIKYTRP. The MHC is DRB3_0101 with pseudo-sequence DRB3_0101. The binding affinity (normalized) is 0.0759. (2) The peptide sequence is CLKPVILTDGPERVI. The MHC is DRB1_1101 with pseudo-sequence DRB1_1101. The binding affinity (normalized) is 0.214. (3) The peptide sequence is YTKKEAFNVENGNAT. The MHC is DRB3_0202 with pseudo-sequence DRB3_0202. The binding affinity (normalized) is 0.388.